Dataset: Forward reaction prediction with 1.9M reactions from USPTO patents (1976-2016). Task: Predict the product of the given reaction. (1) Given the reactants FC(F)(F)C(O)=O.[Cl:8][C:9]1[CH:14]=[CH:13][C:12]([C:15]2([C:35]#[N:36])[CH:19]([CH2:20][C:21]([CH3:24])([CH3:23])[CH3:22])[NH:18][CH:17]([C:25]([OH:27])=O)[CH:16]2[C:28]2[CH:33]=[CH:32][CH:31]=[C:30]([Cl:34])[CH:29]=2)=[C:11]([F:37])[CH:10]=1.CC1(C)[O:43][C@H:42]([CH2:44][CH2:45][NH2:46])[CH2:41][O:40]1.CN(C(ON1N=NC2C=CC=NC1=2)=[N+](C)C)C.F[P-](F)(F)(F)(F)F.CCN(C(C)C)C(C)C.Cl, predict the reaction product. The product is: [OH:43][C@@H:42]([CH2:41][OH:40])[CH2:44][CH2:45][NH:46][C:25]([CH:17]1[CH:16]([C:28]2[CH:33]=[CH:32][CH:31]=[C:30]([Cl:34])[CH:29]=2)[C:15]([C:12]2[CH:13]=[CH:14][C:9]([Cl:8])=[CH:10][C:11]=2[F:37])([C:35]#[N:36])[CH:19]([CH2:20][C:21]([CH3:24])([CH3:23])[CH3:22])[NH:18]1)=[O:27]. (2) Given the reactants [C:1]([C:3]1[C:4]([N:15]2[CH2:18][CH:17]([C:19]([OH:21])=O)[CH2:16]2)=[N:5][C:6]([CH3:14])=[C:7]([C:9]([O:11][CH2:12][CH3:13])=[O:10])[CH:8]=1)#[N:2].CCN=C=NCCCN(C)C.C1C=CC2N(O)N=NC=2C=1.[Cl:43][C:44]1[S:48][C:47]([S:49]([NH2:52])(=[O:51])=[O:50])=[CH:46][CH:45]=1.CCN(C(C)C)C(C)C, predict the reaction product. The product is: [Cl:43][C:44]1[S:48][C:47]([S:49]([NH:52][C:19]([CH:17]2[CH2:16][N:15]([C:4]3[C:3]([C:1]#[N:2])=[CH:8][C:7]([C:9]([O:11][CH2:12][CH3:13])=[O:10])=[C:6]([CH3:14])[N:5]=3)[CH2:18]2)=[O:21])(=[O:51])=[O:50])=[CH:46][CH:45]=1. (3) Given the reactants [Cl:1][C:2]1[C:3]([Sn](CCCC)(CCCC)CCCC)=[N:4][CH:5]=[CH:6][CH:7]=1.I[C:22]1[N:23]=[N:24][C:25]([CH3:28])=[CH:26][CH:27]=1.O, predict the reaction product. The product is: [Cl:1][C:2]1[C:3]([C:22]2[N:23]=[N:24][C:25]([CH3:28])=[CH:26][CH:27]=2)=[N:4][CH:5]=[CH:6][CH:7]=1. (4) Given the reactants [Cl:1][C:2]1[CH:11]=[CH:10][C:9]2[CH2:8][CH2:7][CH2:6][CH2:5][C:4]=2[N:3]=1.C(NC(C)C)(C)C.[Li]CCCC.CCCCCC.[C:30](=[O:32])=[O:31], predict the reaction product. The product is: [Cl:1][C:2]1[CH:11]=[CH:10][C:9]2[CH2:8][CH2:7][CH2:6][CH:5]([C:30]([OH:32])=[O:31])[C:4]=2[N:3]=1.